Dataset: Reaction yield outcomes from USPTO patents with 853,638 reactions. Task: Predict the reaction yield, written as a fraction of the theoretical maximum amount of product (1.0 means a 100% yield; for example, 0.34 means a 34% yield). (1) The reactants are [C:1]([O:9][C:10]1[C:27]([O:28][CH3:29])=[CH:26][C:13]([C:14]([N:16]2[CH2:21][CH2:20][CH2:19][CH2:18][C@@H:17]2[C:22](OC)=[O:23])=[O:15])=[C:12]([N+:30]([O-:32])=[O:31])[CH:11]=1)(=O)[C:2]1[CH:7]=[CH:6][CH:5]=[CH:4][CH:3]=1.CC(C[AlH]CC(C)C)C. The catalyst is C(Cl)Cl.C1C=CC=CC=1.C1(C)C=CC=CC=1. The product is [CH2:1]([O:9][C:10]1[C:27]([O:28][CH3:29])=[CH:26][C:13]([C:14]([N:16]2[CH2:21][CH2:20][CH2:19][CH2:18][C@@H:17]2[CH:22]=[O:23])=[O:15])=[C:12]([N+:30]([O-:32])=[O:31])[CH:11]=1)[C:2]1[CH:3]=[CH:4][CH:5]=[CH:6][CH:7]=1. The yield is 0.900. (2) The reactants are [OH:1][CH2:2][C:3]1([C:8]#[N:9])[CH2:7][CH2:6][CH2:5][CH2:4]1.[H-].[Na+].[CH2:12](Br)[C:13]1[CH:18]=[CH:17][CH:16]=[CH:15][CH:14]=1.O. The catalyst is CN(C=O)C.[Cl-].[Na+].O. The product is [CH2:12]([O:1][CH2:2][C:3]1([C:8]#[N:9])[CH2:7][CH2:6][CH2:5][CH2:4]1)[C:13]1[CH:18]=[CH:17][CH:16]=[CH:15][CH:14]=1. The yield is 0.640.